This data is from NCI-60 drug combinations with 297,098 pairs across 59 cell lines. The task is: Regression. Given two drug SMILES strings and cell line genomic features, predict the synergy score measuring deviation from expected non-interaction effect. (1) Synergy scores: CSS=28.4, Synergy_ZIP=-10.2, Synergy_Bliss=-4.89, Synergy_Loewe=-5.48, Synergy_HSA=-3.98. Drug 1: CC12CCC3C(C1CCC2=O)CC(=C)C4=CC(=O)C=CC34C. Drug 2: CS(=O)(=O)CCNCC1=CC=C(O1)C2=CC3=C(C=C2)N=CN=C3NC4=CC(=C(C=C4)OCC5=CC(=CC=C5)F)Cl. Cell line: UO-31. (2) Drug 1: CCC1(CC2CC(C3=C(CCN(C2)C1)C4=CC=CC=C4N3)(C5=C(C=C6C(=C5)C78CCN9C7C(C=CC9)(C(C(C8N6C=O)(C(=O)OC)O)OC(=O)C)CC)OC)C(=O)OC)O.OS(=O)(=O)O. Drug 2: C1CN(CCN1C(=O)CCBr)C(=O)CCBr. Cell line: MCF7. Synergy scores: CSS=10.6, Synergy_ZIP=-4.49, Synergy_Bliss=-3.33, Synergy_Loewe=-1.66, Synergy_HSA=-2.01. (3) Cell line: SK-MEL-28. Drug 2: CC1CCCC2(C(O2)CC(NC(=O)CC(C(C(=O)C(C1O)C)(C)C)O)C(=CC3=CSC(=N3)C)C)C. Drug 1: CCC1(CC2CC(C3=C(CCN(C2)C1)C4=CC=CC=C4N3)(C5=C(C=C6C(=C5)C78CCN9C7C(C=CC9)(C(C(C8N6C=O)(C(=O)OC)O)OC(=O)C)CC)OC)C(=O)OC)O.OS(=O)(=O)O. Synergy scores: CSS=26.7, Synergy_ZIP=-3.45, Synergy_Bliss=-4.51, Synergy_Loewe=-8.96, Synergy_HSA=-1.57. (4) Drug 1: CCC1=CC2CC(C3=C(CN(C2)C1)C4=CC=CC=C4N3)(C5=C(C=C6C(=C5)C78CCN9C7C(C=CC9)(C(C(C8N6C)(C(=O)OC)O)OC(=O)C)CC)OC)C(=O)OC.C(C(C(=O)O)O)(C(=O)O)O. Drug 2: C1C(C(OC1N2C=C(C(=O)NC2=O)F)CO)O. Cell line: OVCAR-8. Synergy scores: CSS=56.3, Synergy_ZIP=2.94, Synergy_Bliss=2.15, Synergy_Loewe=3.31, Synergy_HSA=5.45.